Dataset: Experimentally validated miRNA-target interactions with 360,000+ pairs, plus equal number of negative samples. Task: Binary Classification. Given a miRNA mature sequence and a target amino acid sequence, predict their likelihood of interaction. (1) The miRNA is hsa-miR-1277-5p with sequence AAAUAUAUAUAUAUAUGUACGUAU. The protein sequence of the target gene is MAPRGCAGHPPPPSPQACVCPGKMLAMGALAGFWILCLLTYGYLSWGQALEEEEEGALLAQAGEKLEPSTTSTSQPHLIFILADDQGFRDVGYHGSEIKTPTLDKLAAEGVKLENYYVQPICTPSRSQFITGKYQIHTGLQHSIIRPTQPNCLPLDNATLPQKLKEVGYSTHMVGKWHLGFYRKECMPTRRGFDTFFGSLLGSGDYYTHYKCDSPGMCGYDLYENDNAAWDYDNGIYSTQMYTQRVQQILASHNPTKPIFLYIAYQAVHSPLQAPGRYFEHYRSIININRRRYAAMLSCL.... Result: 1 (interaction). (2) The miRNA is mmu-miR-185-5p with sequence UGGAGAGAAAGGCAGUUCCUGA. The protein sequence of the target gene is METLSQDSLLECQICFNYYSPRRRPKLLDCKHTCCSVCLQQMRTSQKDVRCPWCRGITKLPPGFSVSQLPDDPEVLAVIAIPHTSEHTPVFIKLPSNGCYMLPLPISKERTLLPGDMGCRLLPGSQQKSLTVVTIPAEQQPLQGGAPPEAVEEEPDRRGVVKSSTWSGVCTVILVACVLVFLLGIVLHNMSCISKRFTVISCG. Result: 1 (interaction). (3) The miRNA is hsa-miR-4795-3p with sequence AUAUUAUUAGCCACUUCUGGAU. The protein sequence of the target gene is MSRRSTTTSTNFGLSWSLVDVISSSTAVFKVPMNGGCDLWIGCARWLRDMKVLTTDKNGTMLEFASVLRDGILLCRLANTLVPNGIDQKKIMRTNQPSPFLCCNNINYFAMFCKTYFNLEDADLFTAEDLYYMNGFQKVLKTLSFLSHTKESLSRGVDPFPDTDNNQEGTSNGSEFEDDVEIYQSLHDNIENVDPNRTIYGPITSADPEEQQSEQLYDRIVTNRKPSMNENDLQNTPTLKRNRCIRELYDTEKNYVAQALVTIIKTFYEPLKGIIPTSDYNIIFGNIEEINVLHTALLAD.... Result: 0 (no interaction). (4) The miRNA is mmu-miR-129-2-3p with sequence AAGCCCUUACCCCAAAAAGCAU. The protein sequence of the target gene is MKVKMLSRNPDNYVRETKLDLQRVPRNYDPALHPFEVPREYIRALNATKLERVFAKPFLASLDGHRDGVNCLAKHPEKLATVLSGACDGEVRIWNLTQRNCIRTIQAHEGFVRGICTRFCGTSFFTVGDDKTVKQWKMDGPGYGDEEEPLHTILGKTVYTGIDHHWKEAVFATCGQQVDIWDEQRTNPICSMTWGFDSISSVKFNPIETFLLGSCASDRNIVLYDMRQATPLKKVILDMRTNTICWNPMEAFIFTAANEDYNLYTFDMRALDTPVMVHMDHVSAVLDVDYSPTGKEFVSA.... Result: 0 (no interaction). (5) Result: 0 (no interaction). The protein sequence of the target gene is MEMGSNSGPGHGPGQAESGGSSTESSSFSGGLMFGQKIYFEDGGGGSGSSSSGGRSNRRVRGGGSGQSGQIPRCQVEGCGMDLTNAKGYYSRHRVCGVHSKTPKVTVAGIEQRFCQQCSRFHQLPEFDLEKRSCRRRLAGHNERRRKPQPASLSVLASRYGRIAPSLYENGDAGMNGSFLGNQEIGWPSSRTLDTRVMRRPVSSPSWQINPMNVFSQGSVGGGGTSFSSPEIMDTKLESYKGIGDSNCALSLLSNPHQPHDNNNNNNNNNNNNNNTWRASSGFGPMTVTMAQPPPAPSQH.... The miRNA is mmu-miR-125b-1-3p with sequence ACGGGUUAGGCUCUUGGGAGCU. (6) The miRNA is mmu-miR-342-3p with sequence UCUCACACAGAAAUCGCACCCGU. The protein sequence of the target gene is MAARWSSENVVVEFRDSQATAMSVDCLGQHAVLSGRRFLYIVNLDAPFEGHRKISRQSKWDIGAVQWNPHDSFAHYFAASSNQRVDLYKWKDGSGEVGTTLQGHTRVISDLDWAVFEPDLLVTSSVDTYIYIWDIKDTRKPTVALSAVAGASQVKWNKKNANYLATSHDGDVRIWDKRKPSTAVEYLAAHLSKIHGLDWHPDSEHIFATSSQDNSVKFWDYRQPRKYLNILPCQVPVWKARYTPFSNGLVTVMVPQLRRENSLLLWNASDLNAPVHTFVGHDDVVLEFQWRRQKEGSKDY.... Result: 1 (interaction). (7) The miRNA is mmu-miR-463-5p with sequence UACCUAAUUUGUUGUCCAUCAU. The protein sequence of the target gene is MPDPAKSAPAPKKGSKKAVTKAQKKDGKKRKRSRKESYSIYVYKVLKQVHPDTGISSKAMGIMNSFVNDIFERIAGEASRLAHYNKRSTITSREIQTAVRLLLPGELAKHAVSEGTKAVTKYTSSK. Result: 0 (no interaction). (8) The miRNA is hsa-miR-6730-3p with sequence CCUGACACCCCAUCUGCCCUCA. The protein sequence of the target gene is MDRNREAEMELRRGPSPTRAGRGHEVDGDKATCHTCCICGKSFPFQSSLSQHMRKHTGEKPYKCPYCDHRASQKGNLKIHIRSHRTGTLIQGHEPEAGEAPLGEMRASEGLDACASPTKSASACNRLLNGASQADGARVLNGASQADSGRVLLRSSKKGAEGSACAPGEAKAAVQCSFCKSQFERKKDLELHVHQAHKPFKCRLCSYATLREESLLSHIERDHITAQGPGSGEACVENGKPELSPGEFPCEVCGQAFSQTWFLKAHMKKHRGSFDHGCHICGRRFKEPWFLKNHMKAHGP.... Result: 1 (interaction).